Dataset: Forward reaction prediction with 1.9M reactions from USPTO patents (1976-2016). Task: Predict the product of the given reaction. (1) Given the reactants [C:1]([NH:8][CH2:9][CH2:10][C:11]([OH:13])=[O:12])([O:3][C:4]([CH3:7])([CH3:6])[CH3:5])=[O:2].O[N:15]1[C:19](=[O:20])[CH2:18][CH2:17][C:16]1=[O:21].O.ON1C2C=CC=CC=2N=N1.Cl.C(N=C=NCCCN(C)C)C, predict the reaction product. The product is: [NH:8]([C:1]([O:3][C:4]([CH3:6])([CH3:7])[CH3:5])=[O:2])[CH2:9][CH2:10][C:11]([O:13][N:15]1[C:19](=[O:20])[CH2:18][CH2:17][C:16]1=[O:21])=[O:12]. (2) Given the reactants Br[C:2]1[C:13](=[O:14])[N:12]([CH:15]2[CH2:19][CH2:18][CH2:17][CH2:16]2)[C:5]2[N:6]=[C:7]([S:10][CH3:11])[N:8]=[CH:9][C:4]=2[CH:3]=1.[CH3:20][C:21]([O-])=O.[K+].[Cl:25][C:26]1[CH:27]=[C:28]([C:41]2[C:46](C)=[N:45][CH:44]=C[N:42]=2)[CH:29]=[CH:30][C:31]=1B1OC(C)(C)C(C)(C)O1, predict the reaction product. The product is: [Cl:25][C:26]1[CH:27]=[C:28]([C:41]2[CH:46]=[N:45][CH:44]=[C:21]([CH3:20])[N:42]=2)[CH:29]=[CH:30][C:31]=1[C:2]1[C:13](=[O:14])[N:12]([CH:15]2[CH2:19][CH2:18][CH2:17][CH2:16]2)[C:5]2[N:6]=[C:7]([S:10][CH3:11])[N:8]=[CH:9][C:4]=2[CH:3]=1.